This data is from Forward reaction prediction with 1.9M reactions from USPTO patents (1976-2016). The task is: Predict the product of the given reaction. (1) Given the reactants [NH2:1][C:2]1[CH:18]=[CH:17][C:5]2[S:6][C:7]([C:10]3[CH:15]=[CH:14][N:13]=[C:12]([NH2:16])[N:11]=3)=[C:8]([CH3:9])[C:4]=2[CH:3]=1.Br[C:20]1[CH:21]=[N:22][CH:23]=[C:24]([O:26][CH3:27])[CH:25]=1.C(O[Na])(C)(C)C.[Cl-].C(C1C=CC=C(C(C)C)C=1[N+]1C=CN(C2C(C(C)C)=CC=CC=2C(C)C)C=1)(C)C, predict the reaction product. The product is: [CH3:27][O:26][C:24]1[CH:25]=[C:20]([NH:1][C:2]2[CH:18]=[CH:17][C:5]3[S:6][C:7]([C:10]4[CH:15]=[CH:14][N:13]=[C:12]([NH2:16])[N:11]=4)=[C:8]([CH3:9])[C:4]=3[CH:3]=2)[CH:21]=[N:22][CH:23]=1. (2) Given the reactants [N-:1]=[C:2]=[S:3].[NH4+].C(Cl)(=O)C1C=CC=CC=1.[N:14]1[CH:19]=[CH:18][C:17]([N:20]2[CH2:25][CH2:24][CH:23]([CH2:26][O:27][C:28]3[CH:37]=[C:36]4[C:31]([CH2:32][CH2:33][NH:34][CH2:35]4)=[CH:30][CH:29]=3)[CH2:22][CH2:21]2)=[CH:16][CH:15]=1, predict the reaction product. The product is: [N:14]1[CH:19]=[CH:18][C:17]([N:20]2[CH2:21][CH2:22][CH:23]([CH2:26][O:27][C:28]3[CH:37]=[C:36]4[C:31]([CH2:32][CH2:33][N:34]([C:2](=[S:3])[NH2:1])[CH2:35]4)=[CH:30][CH:29]=3)[CH2:24][CH2:25]2)=[CH:16][CH:15]=1. (3) Given the reactants [Si]([O:8][C@@H:9]1[C@H:16]2[N:12](/[C:13](=[N:21]/[C:22]3[CH:29]=[CH:28][C:25]([C:26]#[N:27])=[C:24]([Cl:30])[C:23]=3[CH3:31])/[O:14][C@H:15]2[C:17]([F:20])([F:19])[F:18])[CH2:11][CH2:10]1)(C(C)(C)C)(C)C.O[C@H]1[C@@H]2N(/C(=N/C3C=CC(C#N)=C(Cl)C=3C)/OC2)CC1, predict the reaction product. The product is: [OH:8][C@@H:9]1[C@@H:16]2[N:12](/[C:13](=[N:21]/[C:22]3[CH:29]=[CH:28][C:25]([C:26]#[N:27])=[C:24]([Cl:30])[C:23]=3[CH3:31])/[O:14][C@H:15]2[C:17]([F:18])([F:20])[F:19])[CH2:11][CH2:10]1. (4) The product is: [CH3:1][N:2]([S:21]([C:24]1[S:25][CH:26]=[CH:27][N:28]=1)(=[O:23])=[O:22])[C:3]1[CH:4]=[CH:5][CH:6]=[C:7]2[C:11]=1[NH:10][C:9]([C:12]1[S:13][CH:14]([CH2:17][C:18]([NH2:31])=[O:19])[CH2:15][N:16]=1)=[CH:8]2. Given the reactants [CH3:1][N:2]([S:21]([C:24]1[S:25][CH:26]=[CH:27][N:28]=1)(=[O:23])=[O:22])[C:3]1[CH:4]=[CH:5][CH:6]=[C:7]2[C:11]=1[NH:10][C:9]([C:12]1[S:13][CH:14]([CH2:17][C:18](O)=[O:19])[CH2:15][N:16]=1)=[CH:8]2.Cl.C[N:31](C)CCCN=C=NCC.CN(C)C=O, predict the reaction product. (5) The product is: [CH:25]1[C:24]([CH2:23][CH2:22][NH:21][C:1](/[CH:2]=[CH:3]/[C:4]2[CH:11]=[CH:10][C:8]([OH:9])=[C:6]([OH:7])[CH:5]=2)=[O:13])=[CH:29][CH:28]=[C:27]([OH:30])[CH:26]=1. Given the reactants [C:1]([OH:13])(=O)/[CH:2]=[CH:3]/[C:4]1[CH:11]=[CH:10][C:8]([OH:9])=[C:6]([OH:7])[CH:5]=1.C(N(CC)CC)C.[NH2:21][CH2:22][CH2:23][C:24]1[CH:29]=[CH:28][C:27]([OH:30])=[CH:26][CH:25]=1, predict the reaction product. (6) Given the reactants [CH3:1][O:2][C:3]1[C:8]2[N:9]=[C:10]([C:12]([CH:14]3[CH2:19][CH2:18][NH:17][CH2:16][CH2:15]3)=[O:13])[S:11][C:7]=2[CH:6]=[CH:5][CH:4]=1.Cl[CH2:21][C:22]([C:24]1[CH:25]=[CH:26][C:27]2[S:32][CH2:31][C:30](=[O:33])[NH:29][C:28]=2[CH:34]=1)=[O:23].CCN(C(C)C)C(C)C, predict the reaction product. The product is: [CH3:1][O:2][C:3]1[C:8]2[N:9]=[C:10]([C:12]([CH:14]3[CH2:19][CH2:18][N:17]([CH2:21][C:22]([C:24]4[CH:25]=[CH:26][C:27]5[S:32][CH2:31][C:30](=[O:33])[NH:29][C:28]=5[CH:34]=4)=[O:23])[CH2:16][CH2:15]3)=[O:13])[S:11][C:7]=2[CH:6]=[CH:5][CH:4]=1. (7) The product is: [Cl:1][C:2]1[C:7]2[CH:8]=[N:9][N:10]([CH:19]([CH3:21])[CH3:20])[C:6]=2[CH:5]=[C:4]([Cl:11])[N:3]=1. Given the reactants [Cl:1][C:2]1[C:7]2[CH:8]=[N:9][NH:10][C:6]=2[CH:5]=[C:4]([Cl:11])[N:3]=1.C(=O)([O-])[O-].[K+].[K+].I[CH:19]([CH3:21])[CH3:20], predict the reaction product.